This data is from Reaction yield outcomes from USPTO patents with 853,638 reactions. The task is: Predict the reaction yield, written as a fraction of the theoretical maximum amount of product (1.0 means a 100% yield; for example, 0.34 means a 34% yield). (1) The reactants are [F:1][C:2]1[C:10]2[CH2:9][CH2:8][CH2:7][CH2:6][C:5]=2[N:4]2[CH2:11][CH2:12][N:13]([C:16]3[N:23]=[CH:22][CH:21]=[C:20]([C:24]4[CH:29]=[C:28]([NH:30][C:31]5[CH:36]=[CH:35][C:34]([N:37]6[CH2:42][CH2:41][N:40]([CH:43]7[CH2:46][O:45][CH2:44]7)[CH2:39][CH2:38]6)=[CH:33][N:32]=5)[C:27](=[O:47])[N:26]([CH3:48])[CH:25]=4)[C:17]=3[CH:18]=[O:19])[C:14](=[O:15])[C:3]=12.[BH4-].[Na+]. The catalyst is CO. The product is [F:1][C:2]1[C:10]2[CH2:9][CH2:8][CH2:7][CH2:6][C:5]=2[N:4]2[CH2:11][CH2:12][N:13]([C:16]3[C:17]([CH2:18][OH:19])=[C:20]([C:24]4[CH:29]=[C:28]([NH:30][C:31]5[CH:36]=[CH:35][C:34]([N:37]6[CH2:38][CH2:39][N:40]([CH:43]7[CH2:46][O:45][CH2:44]7)[CH2:41][CH2:42]6)=[CH:33][N:32]=5)[C:27](=[O:47])[N:26]([CH3:48])[CH:25]=4)[CH:21]=[CH:22][N:23]=3)[C:14](=[O:15])[C:3]=12. The yield is 0.540. (2) The reactants are C([O:3][C:4]([C:6]1[S:10][C:9]([C:11]2[CH:15]=[C:14]([CH3:16])[N:13]([CH2:17][CH2:18][C:19]3[CH:24]=[CH:23][C:22]([F:25])=[CH:21][CH:20]=3)[N:12]=2)=[N:8][C:7]=1[CH3:26])=[O:5])C.[OH-].[Na+]. The catalyst is O1CCCC1.O. The product is [F:25][C:22]1[CH:23]=[CH:24][C:19]([CH2:18][CH2:17][N:13]2[C:14]([CH3:16])=[CH:15][C:11]([C:9]3[S:10][C:6]([C:4]([OH:5])=[O:3])=[C:7]([CH3:26])[N:8]=3)=[N:12]2)=[CH:20][CH:21]=1. The yield is 0.700. (3) The reactants are [CH2:1]([O:8][C@H:9]1[CH2:13][CH2:12][CH2:11][C@@H:10]1[NH2:14])[C:2]1[CH:7]=[CH:6][CH:5]=[CH:4][CH:3]=1.CCN(CC)CC.[CH3:22][C:23]([O:26][C:27](O[C:27]([O:26][C:23]([CH3:25])([CH3:24])[CH3:22])=[O:28])=[O:28])([CH3:25])[CH3:24]. The catalyst is C1COCC1.CCOC(C)=O. The product is [C:23]([O:26][C:27](=[O:28])[NH:14][C@H:10]1[CH2:11][CH2:12][CH2:13][C@@H:9]1[O:8][CH2:1][C:2]1[CH:7]=[CH:6][CH:5]=[CH:4][CH:3]=1)([CH3:25])([CH3:24])[CH3:22]. The yield is 1.00. (4) The reactants are [CH:1]1([N:7]2[CH2:13][C:12]3[CH:14]=[CH:15][C:16]([C:18]([O:20]C)=O)=[CH:17][C:11]=3[O:10][CH2:9][CH2:8]2)[CH2:6][CH2:5][CH2:4][CH2:3][CH2:2]1.[OH-:22].[Na+].[NH2:24]O.Cl. The yield is 0.180. The product is [CH:1]1([N:7]2[CH2:13][C:12]3[CH:14]=[CH:15][C:16]([C:18]([NH:24][OH:22])=[O:20])=[CH:17][C:11]=3[O:10][CH2:9][CH2:8]2)[CH2:6][CH2:5][CH2:4][CH2:3][CH2:2]1. The catalyst is C1COCC1.CO. (5) The reactants are [Cl:1][C:2]1[C:10]([CH3:11])=[CH:9][C:5]([C:6]([OH:8])=O)=[CH:4][N:3]=1.Cl.[NH:13]1[CH2:16][CH2:15][CH2:14]1.CN(C(ON1N=NC2C=CC=NC1=2)=[N+](C)C)C.F[P-](F)(F)(F)(F)F.C(N(CC)C(C)C)(C)C.Cl. The catalyst is ClCCl. The product is [N:13]1([C:6]([C:5]2[CH:9]=[C:10]([CH3:11])[C:2]([Cl:1])=[N:3][CH:4]=2)=[O:8])[CH2:16][CH2:15][CH2:14]1. The yield is 0.640. (6) The reactants are [C:1]1(=[O:11])[NH:5][C:4](=[O:6])[C:3]2=[CH:7][CH:8]=[CH:9][CH:10]=[C:2]12.[K].O. The catalyst is CN(C=O)C. The product is [C:4]([CH2:3][CH2:2][CH2:1][N:5]1[C:1](=[O:11])[C:2]2=[CH:10][CH:9]=[CH:8][CH:7]=[C:3]2[C:4]1=[O:6])#[N:5]. The yield is 0.840. (7) The reactants are [CH3:1][C:2]1([CH3:11])[O:6][C@H:5]([C:7](Cl)=[O:8])[C@@H:4]([CH3:10])[O:3]1.[CH2:12]([NH2:19])[C:13]1[CH:18]=[CH:17][CH:16]=[CH:15][CH:14]=1. The catalyst is O1CCCC1. The product is [CH2:12]([NH:19][C:7]([C@@H:5]1[C@@H:4]([CH3:10])[O:3][C:2]([CH3:11])([CH3:1])[O:6]1)=[O:8])[C:13]1[CH:18]=[CH:17][CH:16]=[CH:15][CH:14]=1. The yield is 1.00.